This data is from Full USPTO retrosynthesis dataset with 1.9M reactions from patents (1976-2016). The task is: Predict the reactants needed to synthesize the given product. (1) Given the product [OH:36][C:32]1[C:33]([CH3:35])=[N:34][C:29]([O:28][CH3:27])=[CH:30][C:31]=1[CH:40]=[O:41], predict the reactants needed to synthesize it. The reactants are: CN(CCN(C)C)C.COC1N=C(C)C(OCOC)=CC=1.[Li]CCCC.[CH3:27][O:28][C:29]1[N:34]=[C:33]([CH3:35])[C:32]([O:36]COC)=[C:31]([CH:40]=[O:41])[CH:30]=1. (2) Given the product [CH3:71][N:72]([CH3:77])[CH2:73][CH2:74][N:75]([CH3:76])[C:32](=[O:34])[C:31]1[CH:35]=[CH:36][C:28]([NH:27][C:26]([NH:25][C:22]2[CH:21]=[CH:20][C:19]([C:9]3[N:10]=[C:11]([N:13]4[CH2:14][CH2:15][O:16][CH2:17][CH2:18]4)[N:12]=[C:7]([N:4]4[CH2:5][CH2:6][O:1][CH2:2][CH2:3]4)[N:8]=3)=[CH:24][CH:23]=2)=[O:37])=[CH:29][CH:30]=1, predict the reactants needed to synthesize it. The reactants are: [O:1]1[CH2:6][CH2:5][N:4]([C:7]2[N:12]=[C:11]([N:13]3[CH2:18][CH2:17][O:16][CH2:15][CH2:14]3)[N:10]=[C:9]([C:19]3[CH:24]=[CH:23][C:22]([NH:25][C:26](=[O:37])[NH:27][C:28]4[CH:36]=[CH:35][C:31]([C:32]([OH:34])=O)=[CH:30][CH:29]=4)=[CH:21][CH:20]=3)[N:8]=2)[CH2:3][CH2:2]1.CCN(C(C)C)C(C)C.CN(C(ON1N=NC2C=CC=CC1=2)=[N+](C)C)C.F[P-](F)(F)(F)(F)F.[CH3:71][N:72]([CH3:77])[CH2:73][CH2:74][NH:75][CH3:76]. (3) Given the product [C:31]([O:35][C:36]([N:38]1[CH2:42][CH2:41][C@@H:40]([O:22][C:21](=[O:23])[C@:20]([CH:15]2[CH2:19][CH2:18][CH2:17][CH2:16]2)([OH:30])[C:24]2[CH:25]=[CH:26][CH:27]=[CH:28][CH:29]=2)[CH2:39]1)=[O:37])([CH3:34])([CH3:32])[CH3:33], predict the reactants needed to synthesize it. The reactants are: N(C(OC(C)C)=O)=NC(OC(C)C)=O.[CH:15]1([C@@:20]([OH:30])([C:24]2[CH:29]=[CH:28][CH:27]=[CH:26][CH:25]=2)[C:21]([OH:23])=[O:22])[CH2:19][CH2:18][CH2:17][CH2:16]1.[C:31]([O:35][C:36]([N:38]1[CH2:42][CH2:41][C@@H:40](O)[CH2:39]1)=[O:37])([CH3:34])([CH3:33])[CH3:32].C1(P(C2C=CC=CC=2)C2C=CC=CC=2)C=CC=CC=1. (4) Given the product [C:1]([N:5]1[CH2:10][CH2:9][CH:8]([NH:11][C:12]2[CH:21]=[C:20]3[C:15]([CH2:16][NH:17][C:18](=[O:30])[N:19]3[C:22]3[C:27]([Cl:28])=[CH:26][CH:25]=[CH:24][C:23]=3[Cl:29])=[C:14]([C:40]3[CH:45]=[CH:44][CH:43]=[CH:42][C:41]=3[Cl:46])[CH:13]=2)[CH2:7][CH2:6]1)([CH3:4])([CH3:2])[CH3:3], predict the reactants needed to synthesize it. The reactants are: [C:1]([N:5]1[CH2:10][CH2:9][CH:8]([NH:11][C:12]2[CH:21]=[C:20]3[C:15]([CH2:16][N:17](CC4C=CC(OC)=CC=4)[C:18](=[O:30])[N:19]3[C:22]3[C:27]([Cl:28])=[CH:26][CH:25]=[CH:24][C:23]=3[Cl:29])=[C:14]([C:40]3[CH:45]=[CH:44][CH:43]=[CH:42][C:41]=3[Cl:46])[CH:13]=2)[CH2:7][CH2:6]1)([CH3:4])([CH3:3])[CH3:2].FC(F)(F)C([O-])=O.